Task: Predict the reaction yield, written as a fraction of the theoretical maximum amount of product (1.0 means a 100% yield; for example, 0.34 means a 34% yield).. Dataset: Reaction yield outcomes from USPTO patents with 853,638 reactions (1) The reactants are [CH:1]1([CH:7]([C:9]2[C:10]([O:25][CH:26]([CH3:28])[CH3:27])=[N:11][N:12]([C:14]3[CH:19]=[CH:18][C:17]([O:20][C:21]([F:24])([F:23])[F:22])=[CH:16][CH:15]=3)[CH:13]=2)O)[CH2:6][CH2:5][CH2:4][CH2:3][CH2:2]1.[NH2:29][C:30]1[CH:35]=[CH:34][C:33]([C:36]([N:38]([CH3:46])[CH2:39][CH2:40][C:41]([O:43]CC)=[O:42])=[O:37])=[CH:32][CH:31]=1. No catalyst specified. The product is [CH:1]1([CH:7]([NH:29][C:30]2[CH:31]=[CH:32][C:33]([C:36]([N:38]([CH3:46])[CH2:39][CH2:40][C:41]([OH:43])=[O:42])=[O:37])=[CH:34][CH:35]=2)[C:9]2[C:10]([O:25][CH:26]([CH3:27])[CH3:28])=[N:11][N:12]([C:14]3[CH:15]=[CH:16][C:17]([O:20][C:21]([F:24])([F:23])[F:22])=[CH:18][CH:19]=3)[CH:13]=2)[CH2:2][CH2:3][CH2:4][CH2:5][CH2:6]1. The yield is 0.360. (2) The reactants are [OH:1][CH:2]1[CH2:7][CH2:6][N:5]([C:8]([O:10][C:11]([CH3:14])([CH3:13])[CH3:12])=[O:9])[CH2:4][CH2:3]1.Br[CH2:16][C:17]([O:19][C:20]([CH3:23])([CH3:22])[CH3:21])=[O:18].[OH-].[Na+]. The catalyst is C1(C)C=CC=CC=1.S([O-])(O)(=O)=O.C([N+](CCCC)(CCCC)CCCC)CCC.C(OCC)(=O)C. The product is [C:11]([O:10][C:8]([N:5]1[CH2:4][CH2:3][CH:2]([O:1][CH2:16][C:17]([O:19][C:20]([CH3:23])([CH3:22])[CH3:21])=[O:18])[CH2:7][CH2:6]1)=[O:9])([CH3:14])([CH3:13])[CH3:12]. The yield is 0.570.